This data is from Catalyst prediction with 721,799 reactions and 888 catalyst types from USPTO. The task is: Predict which catalyst facilitates the given reaction. (1) Reactant: [CH:1]1([C:7](=[O:29])/[CH:8]=[CH:9]/[C:10]2[N:11]=[C:12]3[CH:18]=[CH:17][N:16]([S:19]([C:22]4[CH:28]=[CH:27][C:25]([CH3:26])=[CH:24][CH:23]=4)(=[O:21])=[O:20])[C:13]3=[N:14][CH:15]=2)[CH2:6][CH2:5][CH2:4][CH2:3][CH2:2]1. Product: [CH:1]1([C:7](=[O:29])[CH2:8][CH2:9][C:10]2[N:11]=[C:12]3[CH:18]=[CH:17][N:16]([S:19]([C:22]4[CH:23]=[CH:24][C:25]([CH3:26])=[CH:27][CH:28]=4)(=[O:21])=[O:20])[C:13]3=[N:14][CH:15]=2)[CH2:6][CH2:5][CH2:4][CH2:3][CH2:2]1. The catalyst class is: 99. (2) Reactant: [CH3:1][C:2]1[CH:7]=[C:6]([CH3:8])[CH:5]=[C:4]([CH3:9])[N:3]=1.C([O-])(=O)C.[Na+].[N+:15]([C:18]1[CH:27]=[CH:26][C:21](/[CH:22]=[CH:23]/[CH:24]=O)=[CH:20][CH:19]=1)([O-:17])=[O:16]. Product: [CH3:1][C:2]1[CH:7]=[C:6]([CH3:8])[CH:5]=[C:4]([CH:9]=[CH:24][CH:23]=[CH:22][C:21]2[CH:26]=[CH:27][C:18]([N+:15]([O-:17])=[O:16])=[CH:19][CH:20]=2)[N:3]=1. The catalyst class is: 152. (3) Reactant: I[C:2]1[C:10]2[C:5](=[CH:6][CH:7]=[C:8]([C:11]3[N:15]=[C:14]([NH2:16])[O:13][N:12]=3)[CH:9]=2)[N:4]([S:17]([C:20]2[CH:26]=[CH:25][C:23]([CH3:24])=[CH:22][CH:21]=2)(=[O:19])=[O:18])[CH:3]=1.[CH:27]([O:30][C:31]1[CH:36]=[CH:35][CH:34]=[C:33]([Sn](CCCC)(CCCC)CCCC)[N:32]=1)([CH3:29])[CH3:28]. Product: [CH:27]([O:30][C:31]1[N:32]=[C:33]([C:2]2[C:10]3[C:5](=[CH:6][CH:7]=[C:8]([C:11]4[N:15]=[C:14]([NH2:16])[O:13][N:12]=4)[CH:9]=3)[N:4]([S:17]([C:20]3[CH:21]=[CH:22][C:23]([CH3:24])=[CH:25][CH:26]=3)(=[O:19])=[O:18])[CH:3]=2)[CH:34]=[CH:35][CH:36]=1)([CH3:29])[CH3:28]. The catalyst class is: 555. (4) Reactant: [CH3:1][N:2]1[C:10]([C:11]2[CH:12]=[N:13][NH:14][CH:15]=2)=[N:9][C:8]2[C:3]1=[N:4][CH:5]=[N:6][C:7]=2[N:16]1[CH2:21][CH2:20][CH:19]([N:22]2[C:26]3[CH:27]=[CH:28][CH:29]=[CH:30][C:25]=3[NH:24][C:23]2=[O:31])[CH2:18][CH2:17]1.Br[CH2:33][CH:34]1[CH2:37][CH2:36][CH2:35]1.C(=O)(O)[O-].[Na+]. Product: [CH:34]1([CH2:33][N:13]2[CH:12]=[C:11]([C:10]3[N:2]([CH3:1])[C:3]4[C:8]([N:9]=3)=[C:7]([N:16]3[CH2:17][CH2:18][CH:19]([N:22]5[C:26]6[CH:27]=[CH:28][CH:29]=[CH:30][C:25]=6[NH:24][C:23]5=[O:31])[CH2:20][CH2:21]3)[N:6]=[CH:5][N:4]=4)[CH:15]=[N:14]2)[CH2:37][CH2:36][CH2:35]1. The catalyst class is: 3. (5) Reactant: Cl.[N:2]1[CH:7]=[CH:6][CH:5]=[C:4]([C:8]([NH2:10])=[NH:9])[CH:3]=1.[Cl:11][C:12]1[CH:19]=[C:18]([F:20])[CH:17]=[CH:16][C:13]=1[CH:14]=O.[C:21]1(=O)[CH2:26][CH2:25][CH2:24][C:23](=[O:27])[CH2:22]1.C([O-])(=O)C.[Na+].Cl. Product: [N:2]1[CH:7]=[CH:6][CH:5]=[C:4]([C:8]2[NH:10][C:21]3[CH2:26][CH2:25][CH2:24][C:23](=[O:27])[C:22]=3[CH:14]([C:13]3[CH:16]=[CH:17][C:18]([F:20])=[CH:19][C:12]=3[Cl:11])[N:9]=2)[CH:3]=1. The catalyst class is: 815. (6) Reactant: [CH3:1][O:2][C:3]1[C:8]2[N:9]=[C:10]([NH:12][C:13](=[O:23])[C:14]3[CH:19]=[CH:18][N:17]=[C:16]([CH2:20][NH:21][CH3:22])[CH:15]=3)[S:11][C:7]=2[C:6]([N:24]2[CH2:29][CH2:28][O:27][CH2:26][CH2:25]2)=[CH:5][CH:4]=1.N1C=CC=CC=1.[C:36](Cl)(=[O:38])[CH3:37].C(=O)([O-])O.[Na+]. Product: [C:36]([N:21]([CH2:20][C:16]1[CH:15]=[C:14]([CH:19]=[CH:18][N:17]=1)[C:13]([NH:12][C:10]1[S:11][C:7]2[C:6]([N:24]3[CH2:29][CH2:28][O:27][CH2:26][CH2:25]3)=[CH:5][CH:4]=[C:3]([O:2][CH3:1])[C:8]=2[N:9]=1)=[O:23])[CH3:22])(=[O:38])[CH3:37]. The catalyst class is: 4.